From a dataset of Reaction yield outcomes from USPTO patents with 853,638 reactions. Predict the reaction yield, written as a fraction of the theoretical maximum amount of product (1.0 means a 100% yield; for example, 0.34 means a 34% yield). The reactants are C[Sn](C)(C)[C:3]1[O:7][C:6]([CH:8]=[O:9])=[CH:5][CH:4]=1.[OH:12][C:13]1[CH:22]=[CH:21][C:20](Br)=[CH:19][C:14]=1[C:15]([O:17][CH3:18])=[O:16].[CH3:24]N(C)C=O. The yield is 0.862. The catalyst is C1C=CC([P]([Pd]([P](C2C=CC=CC=2)(C2C=CC=CC=2)C2C=CC=CC=2)([P](C2C=CC=CC=2)(C2C=CC=CC=2)C2C=CC=CC=2)[P](C2C=CC=CC=2)(C2C=CC=CC=2)C2C=CC=CC=2)(C2C=CC=CC=2)C2C=CC=CC=2)=CC=1. The product is [CH3:18][O:17][C:15](=[O:16])[C:14]1[CH:19]=[C:20]([C:3]2[O:7][C:6]([CH:8]=[O:9])=[CH:5][CH:4]=2)[CH:21]=[C:22]([CH3:24])[C:13]=1[OH:12].